This data is from Experimentally validated miRNA-target interactions with 360,000+ pairs, plus equal number of negative samples. The task is: Binary Classification. Given a miRNA mature sequence and a target amino acid sequence, predict their likelihood of interaction. (1) The miRNA is hsa-miR-130a-3p with sequence CAGUGCAAUGUUAAAAGGGCAU. The protein sequence of the target gene is MSKERPKRNIIQKKYDDSDGIPWSEERVVRKVLYLSLKEFKNSQKRQHAEGIAGSLKTVNGLLGNDQSKGLGPASEQSENEKDDASQVSSTSNDVSSSDFEEGPSRKRPRLQAQRKFAQSQPNSPSTTPVKIVEPLLPPPATQISDLSKRKPKTEDFLTFLCLRGSPALPNSMVYFGSSQDEEEVEEEDDETEDVKTATNNASSSCQSTPRKGKTHKHVHNGHVFNGSSRSTREKEPVQKHKSKEATPAKEKHSDHRADSRREQASANHPAAAPSTGSSAKGLAATHHHPPLHRSAQDLR.... Result: 1 (interaction). (2) The miRNA is hsa-miR-7-1-3p with sequence CAACAAAUCACAGUCUGCCAUA. The protein sequence of the target gene is MAAAVLGQLGALWIHNLRSRGKLALGVLPQSYIHTSASLDISRKWEKKNKIVYPPQLPGEPRRPAEIYHCRRQIKYSKDKMWYLAKLIRGMSIDQALAQLEFNDKKGAKIIKEVLLEAQDMAVRDHNVEFRSNLYIAESTSGRGQCLKRIRYHGRGRFGIMEKVYCHYFVKLVEGPPPPPEPPKTAVAHAKEYIQQLRSRTIVHTL. Result: 0 (no interaction). (3) The miRNA is hsa-miR-1197 with sequence UAGGACACAUGGUCUACUUCU. The protein sequence of the target gene is MMLPSPVTSTPFSVKDILNLEQQHQHFHGAHLQADLEHHFHSAPCMLAAAEGTQFSDGGEEDEEDEGEKLSYLNSLAAADGHGDSGLCPQGYVHTVLRDSCSEPKEHEEEPEVVRDRSQKSCQLKKSLETAGDCKAAEESERPKPRSRRKPRVLFSQAQVFELERRFKQQRYLSAPEREHLASSLKLTSTQVKIWFQNRRYKCKRQRQDKSLELGAHAPPPPPRRVAVPVLVRDGKPCVTPSAQAYGAPYSVGASAYSYNSFPAYGYGNSAAAAAAAAAAAAAAAAYSSSYGCAYPAGGG.... Result: 0 (no interaction). (4) The miRNA is hsa-miR-516b-5p with sequence AUCUGGAGGUAAGAAGCACUUU. The protein sequence of the target gene is MASGDTLYIATDGSEMPAEIVELHEIEVETIPVETIETTVVGEEEEEDDDDEDGGGGDHGGGGGHGHAGHHHHHHHHHHHPPMIALQPLVTDDPTQVHHHQEVILVQTREEVVGGDDSDGLRAEDGFEDQILIPVPAPAGGDDDYIEQTLVTVAAAGKSGGGGSSSSGGGRVKKGGGKKSGKKSYLSGGAGAAGGGGADPGNKKWEQKQVQIKTLEGEFSVTMWSSDEKKDIDHETVVEEQIIGENSPPDYSEYMTGKKLPPGGIPGIDLSDPKQLAEFARMKPRKIKEDDAPRTIACPH.... Result: 1 (interaction).